From a dataset of Full USPTO retrosynthesis dataset with 1.9M reactions from patents (1976-2016). Predict the reactants needed to synthesize the given product. (1) Given the product [NH2:21][CH2:20][CH2:19][C:11]1([C:14]([O:16][CH2:17][CH3:18])=[O:15])[CH2:12][CH2:13][N:8]([CH2:1][C:2]2[CH:7]=[CH:6][CH:5]=[CH:4][CH:3]=2)[CH2:9][CH:10]1[OH:22], predict the reactants needed to synthesize it. The reactants are: [CH2:1]([N:8]1[CH2:13][CH2:12][C:11]([CH2:19][C:20]#[N:21])([C:14]([O:16][CH2:17][CH3:18])=[O:15])[C:10](=[O:22])[CH2:9]1)[C:2]1[CH:7]=[CH:6][CH:5]=[CH:4][CH:3]=1. (2) The reactants are: [CH3:1][O:2][C:3]([C:5]1[NH:14][C:8]2=[CH:9][N:10]=[CH:11][C:12]([Br:13])=[C:7]2[CH:6]=1)=[O:4].C([O-])([O-])=O.[K+].[K+].[CH2:21]([O:23][C:24](=[O:28])[CH2:25]CBr)[CH3:22]. Given the product [CH3:1][O:2][C:3]([C:5]1[N:14]([CH2:25][C:24]([O:23][CH2:21][CH3:22])=[O:28])[C:8]2=[CH:9][N:10]=[CH:11][C:12]([Br:13])=[C:7]2[CH:6]=1)=[O:4], predict the reactants needed to synthesize it. (3) Given the product [CH2:9]([O:8][C:6](=[O:7])[C@@H:5]([N:4]([CH:1]([CH3:3])[CH3:2])[C:13]1[C:22]([N+:23]([O-:25])=[O:24])=[CH:21][C:16]([C:17]([O:19][CH3:20])=[O:18])=[CH:15][N:14]=1)[CH3:11])[CH3:10], predict the reactants needed to synthesize it. The reactants are: [CH:1]([NH:4][C@@H:5]([CH3:11])[C:6]([O:8][CH2:9][CH3:10])=[O:7])([CH3:3])[CH3:2].Cl[C:13]1[C:22]([N+:23]([O-:25])=[O:24])=[CH:21][C:16]([C:17]([O:19][CH3:20])=[O:18])=[CH:15][N:14]=1. (4) Given the product [OH:1][C:2]1[C:11]([CH2:12][CH2:13][C:14]([CH3:16])=[CH2:15])=[C:10]([O:17][CH3:18])[CH:9]=[C:8](/[CH:19]=[CH:20]/[C:21]2[CH:22]=[CH:23][CH:24]=[CH:25][CH:26]=2)[C:3]=1[C:4]([OH:6])=[O:5], predict the reactants needed to synthesize it. The reactants are: [OH:1][C:2]1[C:11]([CH2:12][CH2:13][C:14]([CH3:16])=[CH2:15])=[C:10]([O:17][CH3:18])[CH:9]=[C:8](/[CH:19]=[CH:20]/[C:21]2[CH:26]=[CH:25][CH:24]=[CH:23][CH:22]=2)[C:3]=1[C:4]([O:6]C)=[O:5]. (5) Given the product [CH3:36][O:37][CH2:38][C@@H:39]([NH:46][C:47]([NH:49][C:2]1[N:7]=[CH:6][C:5]2[C:8]([C:30]3[CH:31]=[N:32][N:33]([CH3:35])[CH:34]=3)=[N:9][N:10]([C:11]([C:24]3[CH:29]=[CH:28][CH:27]=[CH:26][CH:25]=3)([C:18]3[CH:23]=[CH:22][CH:21]=[CH:20][CH:19]=3)[C:12]3[CH:17]=[CH:16][CH:15]=[CH:14][CH:13]=3)[C:4]=2[CH:3]=1)=[O:48])[C:40]1[CH:45]=[CH:44][CH:43]=[CH:42][CH:41]=1, predict the reactants needed to synthesize it. The reactants are: Cl[C:2]1[N:7]=[CH:6][C:5]2[C:8]([C:30]3[CH:31]=[N:32][N:33]([CH3:35])[CH:34]=3)=[N:9][N:10]([C:11]([C:24]3[CH:29]=[CH:28][CH:27]=[CH:26][CH:25]=3)([C:18]3[CH:23]=[CH:22][CH:21]=[CH:20][CH:19]=3)[C:12]3[CH:17]=[CH:16][CH:15]=[CH:14][CH:13]=3)[C:4]=2[CH:3]=1.[CH3:36][O:37][CH2:38][C@@H:39]([NH:46][C:47]([NH2:49])=[O:48])[C:40]1[CH:45]=[CH:44][CH:43]=[CH:42][CH:41]=1.C(=O)([O-])[O-].[Cs+].[Cs+].N#N.